From a dataset of Catalyst prediction with 721,799 reactions and 888 catalyst types from USPTO. Predict which catalyst facilitates the given reaction. (1) The catalyst class is: 621. Product: [F:1][C:2]1[CH:7]=[CH:6][C:5]([N:8]2[C:17]3[C:12](=[N:13][CH:14]=[C:15]([CH2:18][C:19]4[CH:24]=[CH:23][C:22]([F:25])=[CH:21][CH:20]=4)[CH:16]=3)[C:11]([O-:26])=[C:10]([C:27]([NH:29][CH2:30][CH2:31][OH:32])=[O:28])[C:9]2=[O:33])=[CH:4][CH:3]=1.[Na+:35]. Reactant: [F:1][C:2]1[CH:7]=[CH:6][C:5]([N:8]2[C:17]3[C:12](=[N:13][CH:14]=[C:15]([CH2:18][C:19]4[CH:24]=[CH:23][C:22]([F:25])=[CH:21][CH:20]=4)[CH:16]=3)[C:11]([OH:26])=[C:10]([C:27]([NH:29][CH2:30][CH2:31][OH:32])=[O:28])[C:9]2=[O:33])=[CH:4][CH:3]=1.[OH-].[Na+:35]. (2) Reactant: [CH3:1][S:2]([O:5][CH2:6][CH2:7][N:8]([CH2:29][CH2:30][O:31][S:32]([CH3:35])(=[O:34])=[O:33])[C:9]1[C:10]([S:25]([CH3:28])(=[O:27])=[O:26])=[CH:11][C:12]([N+:22]([O-:24])=[O:23])=[C:13]([CH:21]=1)[C:14]([O:16]C(C)(C)C)=[O:15])(=[O:4])=[O:3].C(O)(C(F)(F)F)=O. Product: [CH3:35][S:32]([O:31][CH2:30][CH2:29][N:8]([CH2:7][CH2:6][O:5][S:2]([CH3:1])(=[O:4])=[O:3])[C:9]1[C:10]([S:25]([CH3:28])(=[O:26])=[O:27])=[CH:11][C:12]([N+:22]([O-:24])=[O:23])=[C:13]([CH:21]=1)[C:14]([OH:16])=[O:15])(=[O:34])=[O:33]. The catalyst class is: 2. (3) Reactant: [Br:1][C:2]1[CH:7]=[C:6]([N+:8]([O-])=O)[CH:5]=[C:4]([Br:11])[C:3]=1[OH:12].O.O.[Sn](Cl)Cl. Product: [NH2:8][C:6]1[CH:7]=[C:2]([Br:1])[C:3]([OH:12])=[C:4]([Br:11])[CH:5]=1. The catalyst class is: 5. (4) Reactant: C([N-]C(C)C)(C)C.[Li+].[CH2:9]([N:16]1[C:22](=[O:23])[CH2:21][CH2:20][O:19][CH2:18][CH:17]1[CH3:24])[C:10]1[CH:15]=[CH:14][CH:13]=[CH:12][CH:11]=1.CN(P(N(C)C)(N(C)C)=O)C.C([C:38]([O:40][CH3:41])=[O:39])#N. Product: [CH2:9]([N:16]1[C:22](=[O:23])[CH:21]([C:38]([O:40][CH3:41])=[O:39])[CH2:20][O:19][CH2:18][CH:17]1[CH3:24])[C:10]1[CH:11]=[CH:12][CH:13]=[CH:14][CH:15]=1. The catalyst class is: 1. (5) Reactant: [Cl:1][C:2]1[CH:3]=[CH:4][C:5]2[S:9][C:8]([C:10]3[CH:15]=[CH:14][CH:13]=[CH:12][CH:11]=3)=[C:7]([CH3:16])[C:6]=2[CH:17]=1.[Br:18]N1C(=O)CCC1=O.C(OOC(=O)C1C=CC=CC=1)(=O)C1C=CC=CC=1. Product: [Br:18][CH2:16][C:7]1[C:6]2[CH:17]=[C:2]([Cl:1])[CH:3]=[CH:4][C:5]=2[S:9][C:8]=1[C:10]1[CH:15]=[CH:14][CH:13]=[CH:12][CH:11]=1. The catalyst class is: 53.